Dataset: Experimentally validated miRNA-target interactions with 360,000+ pairs, plus equal number of negative samples. Task: Binary Classification. Given a miRNA mature sequence and a target amino acid sequence, predict their likelihood of interaction. (1) The protein sequence of the target gene is MSIVIIEAFYGGSHRQLVELLREELDDCVLYTLPAKKWHWRARTAALYFSQNIPSSEHYRTLFASSVLNLTELAALRPDLGKLKKILYFHENQLVYPVKKYQERDFQYGYNQILSCLVADVVVFNSSFNMESFLTSIGKFLKLIPDHRPKDLESIIRPKCQVIYFPIRFPDVSRFMPKHKIAHLRRMLSLIGDAAASQSVAPCPQPGQRVSEKSPENCESKSDEHPDLDAEQEALDNPSVHKSGSLPVSKENLPLDPSTLLCGAEDPQRPLHITWPHRWEHDKDPETFLKILMSLKQLNL.... The miRNA is mmu-miR-1195 with sequence UGAGUUCGAGGCCAGCCUGCUCA. Result: 0 (no interaction). (2) The miRNA is hsa-miR-216a-3p with sequence UCACAGUGGUCUCUGGGAUUAU. The protein sequence of the target gene is MSGELPPNINIKEPRWDQSTFIGRANHFFTVTDPRNILLTNEQLESARKIVHDYRQGIVPPGLTENELWRAKYIYDSAFHPDTGEKMILIGRMSAQVPMNMTITGCMMTFYRTTPAVLFWQWINQSFNAVVNYTNRSGDAPLTVNELGTAYVSATTGAVATALGLNALTKHVSPLIGRFVPFAAVAAANCINIPLMRQRELKVGIPVTDENGNRLGESANAAKQAITQVVVSRILMAAPGMAIPPFIMNTLEKKAFLKRFPWMSAPIQVGLVGFCLVFATPLCCALFPQKSSMSVTSLEA.... Result: 1 (interaction). (3) The miRNA is hsa-miR-6077 with sequence GGGAAGAGCUGUACGGCCUUC. The protein sequence of the target gene is MNFLRGVMGGQSAGPQHTEAETIQKLCDRVASSTLLDDRRNAVRALKSLSKKYRLEVGIQAMEHLIHVLQTDRSDSEIIGYALDTLYNIISNEEEEEVEENSTRQSEDLGSQFTEIFIKQQENVTLLLSLLEEFDFHVRWPGVKLLTSLLKQLGPQVQQIILVSPMGVSRLMDLLADSREVIRNDGVLLLQALTRSNGAIQKIVAFENAFERLLDIISEEGNSDGGIVVEDCLILLQNLLKNNNSNQNFFKEGSYIQRMKPWFEVGDENSGWSAQKVTNLHLMLQLVRVLVSPTNPPGAT.... Result: 0 (no interaction). (4) The miRNA is mmu-miR-3074-2-3p with sequence UGUUUCAGCUCAGUAGGCAC. The protein sequence of the target gene is MTTGDCCHLPGSLCDCSSSPAFSKVVEATGLGPPQYVAQVTSRDGRLLSTVIRALDSQSDCPFCRICHEGANGENLLSPCGCTGTLGAVHKSCLEKWLSSSNTSYCELCHTEFAVEKRPRPLTEWLKDPGPRTEKRTLCCDMVCFVFITPLAAISGWLCLRGAQDHLRLHSRLEAVGLIALTIALFTIYVLWTLVSFRYHCQLYSEWRKTNQKVRLKIREADGSEDPHHSLLATGLLKKVAEETPV. Result: 0 (no interaction). (5) The miRNA is hsa-miR-1238-3p with sequence CUUCCUCGUCUGUCUGCCCC. The protein sequence of the target gene is MPVGGLLPLFSSPAGGVLGGGLGGGGGRKGSGPAALRLTEKFVLLLVFSAFITLCFGAIFFLPDSSKLLSGVLFHSSPALQPAADHKPGPGARAEDAAEGRARRREEGAPGDPEAALEDNLARIRENHERALREAKETLQKLPEEIQRDILLEKKKVAQDQLRDKAPFRGLPPVDFVPPIGVESREPADAAIREKRAKIKEMMKHAWNNYKGYAWGLNELKPISKGGHSSSLFGNIKGATIVDALDTLFIMEMKHEFEEAKSWVEENLDFNVNAEISVFEVNIRFVGGLLSAYYLSGEEI.... Result: 0 (no interaction). (6) The miRNA is hsa-miR-3200-5p with sequence AAUCUGAGAAGGCGCACAAGGU. The protein sequence of the target gene is MLLPVPLLLGLLGLAAADPTVYFKEQFLDGDGWTERWIESKHKPDFGKFVLSSGKFYGDQEKDKGLQTSQDARFYALSARFEPFSNKGQTLVVQFTVKHEQNIDCGGGYVKLFPAGLDQTDMHGDSEYNIMFGPDICGPGTKKVHVIFNYKGKNVLINKDIRCKDDEFTHLYTLIVRPNNTYEVKIDNSQVESGSLEDDWDFLPPKKIKDPDAAKPEDWDDRAKIDDPTDSKPEDWDKPEHIPDPDAKKPEDWDEEMDGEWEPPVIQNPEYKGEWKPRQIDNPEYKGIWIHPEIDNPEYS.... Result: 0 (no interaction). (7) The miRNA is mmu-miR-574-3p with sequence CACGCUCAUGCACACACCCACA. The protein sequence of the target gene is MSDSEDSNFSEEEDSERSSDGEEAEVDEERRSAAGSEKEEEPEDEEEEEEEEEYDEEEEEEDDDRPPKKPRHGGFILDEADVDDEYEDEDQWEDGAEDILEKEEIEASNIDNVVLDEDRSGARRLQNLWRDQREEELGEYYMKKYAKSSVGETVYGGSDELSDDITQQQLLPGVKDPNLWTVKCKIGEERATAISLMRKFIAYQFTDTPLQIKSVVAPEHVKGYIYVEAYKQTHVKQAIEGVGNLRLGYWNQQMVPIKEMTDVLKVVKEVANLKPKSWVRLKRGIYKDDIAQVDYVEPSQ.... Result: 0 (no interaction).